This data is from Reaction yield outcomes from USPTO patents with 853,638 reactions. The task is: Predict the reaction yield, written as a fraction of the theoretical maximum amount of product (1.0 means a 100% yield; for example, 0.34 means a 34% yield). The reactants are [F:1][C:2]1[CH:7]=[C:6]([F:8])[CH:5]=[CH:4][C:3]=1[OH:9].[CH2:10](Br)[C:11]1[CH:16]=[CH:15][CH:14]=[CH:13][CH:12]=1.C(=O)([O-])[O-].[K+].[K+].O. The catalyst is CN(C)C=O. The product is [CH2:10]([O:9][C:3]1[CH:4]=[CH:5][C:6]([F:8])=[CH:7][C:2]=1[F:1])[C:11]1[CH:16]=[CH:15][CH:14]=[CH:13][CH:12]=1. The yield is 0.250.